Dataset: Reaction yield outcomes from USPTO patents with 853,638 reactions. Task: Predict the reaction yield, written as a fraction of the theoretical maximum amount of product (1.0 means a 100% yield; for example, 0.34 means a 34% yield). (1) The reactants are [CH3:1][N:2]1[CH2:7][CH2:6][C:5](=[O:8])[CH2:4][CH2:3]1.[Si](OS(C(F)(F)F)(=O)=O)(C)(C)C.[CH3:21][O:22][C:23]1[CH:38]=[CH:37][C:26]([CH:27](O)[C:28]2[CH:33]=[CH:32][C:31]([O:34][CH3:35])=[CH:30][CH:29]=2)=[CH:25][CH:24]=1.C(=O)(O)[O-].[Na+]. The catalyst is ClCCl.C(OCC)(=O)C. The product is [CH3:35][O:34][C:31]1[CH:30]=[CH:29][C:28]([CH:27]([C:26]2[CH:37]=[CH:38][C:23]([O:22][CH3:21])=[CH:24][CH:25]=2)[CH:4]2[C:5](=[O:8])[CH2:6][CH2:7][N:2]([CH3:1])[CH2:3]2)=[CH:33][CH:32]=1. The yield is 0.330. (2) The reactants are [F:1][C:2]([F:54])([F:53])[C:3]([C:18]1[C:19]([CH2:50][CH2:51][CH3:52])=[CH:20][C:21]([N:24]2[CH2:29][CH2:28][N:27]([CH2:30][CH2:31][N:32]3[C:36](=[O:37])[C:35]([C:39]4[CH:44]=[CH:43][C:42]([O:45][CH:46]([CH3:48])[CH3:47])=[CH:41][CH:40]=4)([CH3:38])[NH:34][C:33]3=[O:49])[CH2:26][CH2:25]2)=[N:22][CH:23]=1)([O:8]CC1C=CC(OC)=CC=1)[C:4]([F:7])([F:6])[F:5]. The catalyst is C(OCC)(=O)C.[C].[Pd]. The product is [F:7][C:4]([F:5])([F:6])[C:3]([C:18]1[C:19]([CH2:50][CH2:51][CH3:52])=[CH:20][C:21]([N:24]2[CH2:29][CH2:28][N:27]([CH2:30][CH2:31][N:32]3[C:36](=[O:37])[C:35]([C:39]4[CH:40]=[CH:41][C:42]([O:45][CH:46]([CH3:47])[CH3:48])=[CH:43][CH:44]=4)([CH3:38])[NH:34][C:33]3=[O:49])[CH2:26][CH2:25]2)=[N:22][CH:23]=1)([OH:8])[C:2]([F:53])([F:1])[F:54]. The yield is 0.860.